From a dataset of Forward reaction prediction with 1.9M reactions from USPTO patents (1976-2016). Predict the product of the given reaction. (1) Given the reactants [O:1]=[C:2]1[C:7]([CH2:8][N:9]2C(=O)C3C(=CC=CC=3)C2=O)=[N:6][N:5]=[CH:4][NH:3]1.NN, predict the reaction product. The product is: [NH2:9][CH2:8][C:7]1[C:2](=[O:1])[NH:3][CH:4]=[N:5][N:6]=1. (2) Given the reactants Br[C:2]1[CH:7]=[CH:6][CH:5]=[CH:4][C:3]=1[Br:8].[CH3:9][S:10][C:11]1[CH:16]=[CH:15][C:14](B(O)O)=[CH:13][CH:12]=1, predict the reaction product. The product is: [Br:8][C:3]1[CH:4]=[CH:5][CH:6]=[CH:7][C:2]=1[C:14]1[CH:15]=[CH:16][C:11]([S:10][CH3:9])=[CH:12][CH:13]=1. (3) Given the reactants [CH:1]1([CH2:6][CH:7]([N:11]2[C:16](=[O:17])[CH:15]=[C:14]([O:18][C:19]3[CH:24]=[CH:23][CH:22]=[CH:21][C:20]=3[N:25]3[CH2:30][CH2:29][CH2:28][CH2:27][CH2:26]3)[CH:13]=[N:12]2)[C:8]([OH:10])=O)[CH2:5][CH2:4][CH2:3][CH2:2]1.[NH2:31][C:32]1[CH:36]=[CH:35][N:34]([CH2:37][C:38]([CH3:41])([OH:40])[CH3:39])[N:33]=1, predict the reaction product. The product is: [CH:1]1([CH2:6][CH:7]([N:11]2[C:16](=[O:17])[CH:15]=[C:14]([O:18][C:19]3[CH:24]=[CH:23][CH:22]=[CH:21][C:20]=3[N:25]3[CH2:30][CH2:29][CH2:28][CH2:27][CH2:26]3)[CH:13]=[N:12]2)[C:8]([NH:31][C:32]2[CH:36]=[CH:35][N:34]([CH2:37][C:38]([OH:40])([CH3:39])[CH3:41])[N:33]=2)=[O:10])[CH2:5][CH2:4][CH2:3][CH2:2]1. (4) Given the reactants C(C1CC2C(=CC=C(OC)C=2Cl)C1=O)CCC.C(C(C)=O)=C.C[O-].[Na+].CO.[CH2:28]([C:32]1([CH2:45][CH2:46][C:47](=[O:49])[CH3:48])[CH2:40][C:39]2[C:34](=[CH:35][CH:36]=[C:37]([O:42][CH3:43])[C:38]=2[Cl:41])[C:33]1=O)[CH2:29][CH2:30][CH3:31].N1CCCC1.C(O)(=O)C, predict the reaction product. The product is: [CH2:28]([C:32]12[CH2:45][CH2:46][C:47](=[O:49])[CH:48]=[C:33]1[C:34]1[C:39](=[C:38]([Cl:41])[C:37]([O:42][CH3:43])=[CH:36][CH:35]=1)[CH2:40]2)[CH2:29][CH2:30][CH3:31]. (5) Given the reactants [Br:1][C:2]1[CH:36]=[CH:35][C:5]([CH2:6][O:7][C@H:8]([C@@H:18]2[CH2:20][C@@H:19]2[CH:21]2[CH2:26][CH2:25][N:24]([C:27]3[N:32]=[CH:31][C:30]([CH2:33][CH3:34])=[CH:29][N:28]=3)[CH2:23][CH2:22]2)[CH2:9][O:10][Si](C(C)(C)C)(C)C)=[CH:4][CH:3]=1.CCCC[N+](CCCC)(CCCC)CCCC.[F-], predict the reaction product. The product is: [Br:1][C:2]1[CH:36]=[CH:35][C:5]([CH2:6][O:7][C@H:8]([C@@H:18]2[CH2:20][C@@H:19]2[CH:21]2[CH2:22][CH2:23][N:24]([C:27]3[N:28]=[CH:29][C:30]([CH2:33][CH3:34])=[CH:31][N:32]=3)[CH2:25][CH2:26]2)[CH2:9][OH:10])=[CH:4][CH:3]=1. (6) Given the reactants C([Li])CCC.Br[C:7]1[C:12]([O:13][CH3:14])=[CH:11][C:10]([CH2:15][O:16][CH3:17])=[CH:9][C:8]=1[O:18][CH3:19].C[O:21][B:22]([O:25]C)[O:23]C.[Cl-].[NH4+], predict the reaction product. The product is: [CH3:19][O:18][C:8]1[CH:9]=[C:10]([CH2:15][O:16][CH3:17])[CH:11]=[C:12]([O:13][CH3:14])[C:7]=1[O:21][B:22]([OH:25])[OH:23]. (7) Given the reactants Cl[C:2]1[S:6][N:5]=[C:4]([C:7]2[CH:12]=[CH:11][CH:10]=[CH:9][N:8]=2)[N:3]=1.[NH3:13], predict the reaction product. The product is: [N:8]1[CH:9]=[CH:10][CH:11]=[CH:12][C:7]=1[C:4]1[N:3]=[C:2]([NH2:13])[S:6][N:5]=1.